This data is from Retrosynthesis with 50K atom-mapped reactions and 10 reaction types from USPTO. The task is: Predict the reactants needed to synthesize the given product. (1) Given the product Cc1nnc(Cn2nnc3c(N4CC(F)(F)C(F)(F)C4)nc(C(C)(C)C)nc32)o1, predict the reactants needed to synthesize it. The reactants are: CC(C)(C)c1nc(N2CC(F)(F)C(F)(F)C2)c2nn[nH]c2n1.Cc1nnc(CCl)o1. (2) Given the product O=C(O)COc1cc(CNc2nc3ccccc3n2[C@@H]2O[C@H](CO)[C@@H](O)[C@H]2O)ccc1-c1ccccc1, predict the reactants needed to synthesize it. The reactants are: CCOC(=O)COc1cc(CNc2nc3ccccc3n2[C@@H]2O[C@H](CO)[C@@H](O)[C@H]2O)ccc1-c1ccccc1. (3) The reactants are: CCCCC=CCCCCOC(C)=O. Given the product CCCCC=CCCCCO, predict the reactants needed to synthesize it. (4) Given the product O=C(N=c1ccccn1Cc1ccc(F)nc1)C(F)F, predict the reactants needed to synthesize it. The reactants are: Fc1ccc(CBr)cn1.O=C(N=c1cccc[nH]1)C(F)F. (5) Given the product O=C(NCc1cn(-c2ccccc2)c2cc(Cl)ccc2c1=O)c1cccc(F)c1F, predict the reactants needed to synthesize it. The reactants are: NCc1cn(-c2ccccc2)c2cc(Cl)ccc2c1=O.O=C(Cl)c1cccc(F)c1F.